Dataset: Catalyst prediction with 721,799 reactions and 888 catalyst types from USPTO. Task: Predict which catalyst facilitates the given reaction. (1) Reactant: C1(C)C=CC(S(O)(=O)=O)=CC=1.[CH2:12]([N:16]1[CH:20]=[C:19]([C:21]([CH3:24])([CH3:23])[CH3:22])[S:18][C:17]1=[NH:25])[CH2:13][C:14]#[CH:15].[F:26][C:27]1[CH:35]=[CH:34][C:33]([C:36]([F:39])([F:38])[F:37])=[CH:32][C:28]=1[C:29](Cl)=[O:30].C(N(CC)CC)C. Product: [C:21]([C:19]1[S:18]/[C:17](=[N:25]\[C:29](=[O:30])[C:28]2[CH:32]=[C:33]([C:36]([F:37])([F:38])[F:39])[CH:34]=[CH:35][C:27]=2[F:26])/[N:16]([CH2:12][CH2:13][C:14]#[CH:15])[CH:20]=1)([CH3:22])([CH3:24])[CH3:23]. The catalyst class is: 2. (2) Reactant: [C:1]([O:5][C:6]([N:8]1[CH2:12][C@H:11]([O:13][C:14]2[CH:19]=[CH:18][CH:17]=[C:16]([CH:20]([CH3:22])[CH3:21])[CH:15]=2)[C@H:10]([CH2:23][NH:24][C:25]2[CH:30]=[CH:29][C:28]([Cl:31])=[CH:27][CH:26]=2)[CH2:9]1)=[O:7])([CH3:4])([CH3:3])[CH3:2].[CH2:32](Br)[C:33]1[CH:38]=[CH:37][CH:36]=[CH:35][CH:34]=1.C([O-])([O-])=O.[K+].[K+].[I-].[Na+]. Product: [C:1]([O:5][C:6]([N:8]1[CH2:12][C@H:11]([O:13][C:14]2[CH:19]=[CH:18][CH:17]=[C:16]([CH:20]([CH3:22])[CH3:21])[CH:15]=2)[C@H:10]([CH2:23][N:24]([CH2:32][C:33]2[CH:38]=[CH:37][CH:36]=[CH:35][CH:34]=2)[C:25]2[CH:26]=[CH:27][C:28]([Cl:31])=[CH:29][CH:30]=2)[CH2:9]1)=[O:7])([CH3:3])([CH3:4])[CH3:2]. The catalyst class is: 303. (3) Reactant: [O:1]=[C:2]1[NH:7][C:6]2[CH:8]=[C:9]([C:11]3[CH:16]=[CH:15][CH:14]=[CH:13][CH:12]=3)[S:10][C:5]=2[C:4](=[O:17])[N:3]1[CH:18]1[CH2:23][CH2:22][N:21]([C:24]([O:26][C:27]([CH3:30])([CH3:29])[CH3:28])=[O:25])[CH2:20][CH2:19]1.Cl[CH2:32][C:33]1[N:34]=[C:35]([CH3:38])[S:36][CH:37]=1.C(=O)([O-])[O-].[K+].[K+]. Product: [CH3:38][C:35]1[S:36][CH:37]=[C:33]([CH2:32][N:7]2[C:6]3[CH:8]=[C:9]([C:11]4[CH:16]=[CH:15][CH:14]=[CH:13][CH:12]=4)[S:10][C:5]=3[C:4](=[O:17])[N:3]([CH:18]3[CH2:23][CH2:22][N:21]([C:24]([O:26][C:27]([CH3:30])([CH3:29])[CH3:28])=[O:25])[CH2:20][CH2:19]3)[C:2]2=[O:1])[N:34]=1. The catalyst class is: 3. (4) Reactant: [N+:1]([C:4]1[CH:9]=[C:8](N)[CH:7]=[CH:6][C:5]=1[NH2:11])([O-:3])=[O:2].[C:12](O[C:12]([O:14][C:15]([CH3:18])([CH3:17])[CH3:16])=[O:13])([O:14][C:15]([CH3:18])([CH3:17])[CH3:16])=[O:13].CC[N:29](C(C)C)C(C)C. Product: [NH2:11][C:5]1[CH:6]=[C:7]([NH:29][C:12](=[O:13])[O:14][C:15]([CH3:18])([CH3:17])[CH3:16])[CH:8]=[CH:9][C:4]=1[N+:1]([O-:3])=[O:2]. The catalyst class is: 12. (5) Reactant: [CH3:1][C:2]1([CH3:20])[C:10]2[C:5](=[CH:6][CH:7]=[C:8]([C:11]3[N:15]([CH3:16])[C:14]([C:17]#[N:18])=[CH:13][CH:12]=3)[CH:9]=2)[NH:4][C:3]1=[O:19].[CH3:21]C(C)([O-])C.[K+].IC. Product: [CH3:16][N:15]1[C:11]([C:8]2[CH:9]=[C:10]3[C:5](=[CH:6][CH:7]=2)[N:4]([CH3:21])[C:3](=[O:19])[C:2]3([CH3:20])[CH3:1])=[CH:12][CH:13]=[C:14]1[C:17]#[N:18]. The catalyst class is: 1. (6) Reactant: [C:1]([C:3]1[CH:4]=[N:5][C:6]2[C:11]([CH:12]=1)=[CH:10][C:9]([O:13][CH:14]([S:18][CH3:19])[C:15]([OH:17])=O)=[CH:8][CH:7]=2)#[CH:2].[CH3:20]CN(CC)CC.C1C=NC2N(O)N=NC=2C=1.[CH3:37][C:38]1[N:39]=[C:40]([C:43]([NH2:46])([CH3:45])[CH3:44])[S:41][CH:42]=1.CCN=C=NCCCN(C)C. Product: [C:1]([C:3]1[CH:4]=[N:5][C:6]2[C:11]([CH:12]=1)=[CH:10][C:9]([O:13][CH:14]([S:18][CH3:19])[C:15]([NH:46][C:43]([CH3:45])([CH3:44])/[C:40](/[S:41][CH3:42])=[N:39]/[C:38]([CH3:20])=[CH2:37])=[O:17])=[CH:8][CH:7]=2)#[CH:2]. The catalyst class is: 31. (7) Reactant: [Br:1][C:2]1[C:11]2[C:10]([CH3:13])([CH3:12])[CH2:9][CH:8]=[C:7]([C:14]([CH3:17])([CH3:16])[CH3:15])[C:6]=2[CH:5]=[C:4]([C:18](=O)[CH3:19])[C:3]=1[O:21][CH2:22][CH3:23].[CH3:24][CH2:25][O:26][C:27]([CH:29](P(OCC)(OCC)=O)[F:30])=[O:28].C([Li])CCC. Product: [Br:1][C:2]1[C:11]2[C:10]([CH3:13])([CH3:12])[CH2:9][CH:8]=[C:7]([C:14]([CH3:16])([CH3:15])[CH3:17])[C:6]=2[CH:5]=[C:4](/[C:18](/[CH3:19])=[C:29](/[F:30])\[C:27]([O:26][CH2:25][CH3:24])=[O:28])[C:3]=1[O:21][CH2:22][CH3:23]. The catalyst class is: 1.